Dataset: Forward reaction prediction with 1.9M reactions from USPTO patents (1976-2016). Task: Predict the product of the given reaction. (1) Given the reactants [Cl:1][C:2]1[CH:7]=[CH:6][C:5]([C:8]2[C:16]3[C:11](=[CH:12][C:13]([S:17]([N:20](CC4C=CC(OC)=CC=4OC)[C:21]4[S:25][N:24]=[CH:23][N:22]=4)(=[O:19])=[O:18])=[CH:14][CH:15]=3)[NH:10][CH:9]=2)=[C:4]([C:37]2[N:41]([CH3:42])[N:40]=[CH:39][CH:38]=2)[CH:3]=1.Cl.[CH3:44]O, predict the reaction product. The product is: [Cl:1][C:2]1[CH:7]=[CH:6][C:5]([C:8]2[C:16]3[C:11](=[CH:12][C:13]([S:17]([NH:20][C:21]4[S:25][N:24]=[CH:23][N:22]=4)(=[O:18])=[O:19])=[CH:14][CH:15]=3)[NH:10][CH:9]=2)=[C:4]([C:37]2[CH:38]=[CH:39][N:40]([CH3:44])[N:41]=2)[CH:3]=1.[Cl:1][C:2]1[CH:7]=[CH:6][C:5]([C:8]2[C:16]3[C:11](=[CH:12][C:13]([S:17]([NH:20][C:21]4[S:25][N:24]=[CH:23][N:22]=4)(=[O:19])=[O:18])=[CH:14][CH:15]=3)[NH:10][CH:9]=2)=[C:4]([C:37]2[N:41]([CH3:42])[N:40]=[CH:39][CH:38]=2)[CH:3]=1. (2) The product is: [CH3:7][O:6][C:5]1[CH:4]=[C:3]([CH:11]=[CH:10][C:8]=1[O:9][C:12](=[O:34])[CH:13]=[CH:14][CH:15]=[CH:16][CH:17]=[CH:18][CH:19]=[CH:20][CH:21]=[CH:22][CH:23]=[CH:24][CH2:25][CH2:26][CH2:27][CH2:28][CH2:29][CH2:30][CH2:31][CH2:32][CH3:33])[CH:2]=[O:1]. Given the reactants [O:1]=[CH:2][C:3]1[CH:11]=[CH:10][C:8]([OH:9])=[C:5]([O:6][CH3:7])[CH:4]=1.[C:12](O)(=[O:34])/[CH:13]=[CH:14]\[CH:15]=[CH:16][CH:17]=[CH:18][CH:19]=[CH:20][CH:21]=[CH:22][CH:23]=[CH:24][CH2:25][CH2:26][CH2:27][CH2:28][CH2:29][CH2:30][CH2:31][CH2:32][CH3:33].C1(N=C=NC2CCCCC2)CCCCC1, predict the reaction product. (3) Given the reactants [CH3:1][C:2]1[S:24][C:5]2[NH:6][C:7]3[CH:21]=[CH:20][C:19]([CH2:22][NH2:23])=[CH:18][C:8]=3[N:9]=[C:10]([N:11]3[CH2:16][CH2:15][N:14]([CH3:17])[CH2:13][CH2:12]3)[C:4]=2[CH:3]=1.C(N(CC)CC)C.[CH3:32][O:33][C:34](=[O:47])[CH2:35][CH2:36][C:37](ON1C(=O)CCC1=O)=[O:38], predict the reaction product. The product is: [CH3:32][O:33][C:34](=[O:47])[CH2:35][CH2:36][C:37]([NH:23][CH2:22][C:19]1[CH:20]=[CH:21][C:7]2[NH:6][C:5]3[S:24][C:2]([CH3:1])=[CH:3][C:4]=3[C:10]([N:11]3[CH2:16][CH2:15][N:14]([CH3:17])[CH2:13][CH2:12]3)=[N:9][C:8]=2[CH:18]=1)=[O:38]. (4) The product is: [CH2:1]([O:3][C:4]1([C:21]([OH:22])=[O:26])[CH2:9][CH2:8][CH2:7][C@@H:6]([F:18])[C@@H:5]1[F:19])[CH3:2]. Given the reactants [CH2:1]([O:3][C:4]1[CH:9]=[CH:8][C:7]([C@H]2CC[C@H](C=O)CC2)=[C:6]([F:18])[C:5]=1[F:19])[CH3:2].C[C:21](C)=[O:22].CC(C)=[O:26].OS(O)(=O)=O.O=[Cr](=O)=O.C1(C)C=CC=CC=1, predict the reaction product. (5) Given the reactants Cl[C:2]1[N:3]=[N:4][CH:5]=[C:6]([C:8]2[CH:13]=[CH:12][C:11]([F:14])=[C:10]([C:15]3[C:20]([F:21])=[CH:19][CH:18]=[CH:17][N:16]=3)[CH:9]=2)[CH:7]=1.[Cl-].[Li+].[F:24][C:25]1[C:26]([Sn](C)(C)C)=[N:27][CH:28]=[C:29]([F:31])[CH:30]=1, predict the reaction product. The product is: [F:24][C:25]1[C:26]([C:2]2[N:3]=[N:4][CH:5]=[C:6]([C:8]3[CH:13]=[CH:12][C:11]([F:14])=[C:10]([C:15]4[C:20]([F:21])=[CH:19][CH:18]=[CH:17][N:16]=4)[CH:9]=3)[CH:7]=2)=[N:27][CH:28]=[C:29]([F:31])[CH:30]=1. (6) The product is: [NH2:28][C:22]1[C:21]([C:20]([CH3:30])([CH3:29])[O:19][SiH2:18][C:14]([CH3:16])([CH3:15])[CH3:17])=[CH:26][CH:25]=[CH:24][C:23]=1[NH:27][C:11]([C:10]1[C:4]2[C:5](=[N:6][CH:7]=[C:2]([Br:1])[CH:3]=2)[NH:8][N:9]=1)=[O:13]. Given the reactants [Br:1][C:2]1[CH:3]=[C:4]2[C:10]([C:11]([OH:13])=O)=[N:9][NH:8][C:5]2=[N:6][CH:7]=1.[C:14]([SiH2:18][O:19][C:20]([CH3:30])([CH3:29])[C:21]1[CH:26]=[CH:25][CH:24]=[C:23]([NH2:27])[C:22]=1[NH2:28])([CH3:17])([CH3:16])[CH3:15].CN(C(ON1N=NC2C=CC=NC1=2)=[N+](C)C)C.F[P-](F)(F)(F)(F)F.CCN(C(C)C)C(C)C, predict the reaction product. (7) Given the reactants C([O:3][C:4]([C:6]1[CH:11]=[CH:10][C:9]([C:12]([C:14]2[CH:19]=[C:18]([O:20][CH3:21])[C:17]([O:22][CH3:23])=[C:16]([O:24][CH3:25])[CH:15]=2)=[O:13])=[C:8]([N:26]2[CH:30]=[N:29][CH:28]=[N:27]2)[CH:7]=1)=[CH2:5])C.[Br:31]N1C(=O)CCC1=O, predict the reaction product. The product is: [N:26]1([C:8]2[CH:7]=[C:6]([C:4](=[O:5])[CH2:3][Br:31])[CH:11]=[CH:10][C:9]=2[C:12](=[O:13])[C:14]2[CH:19]=[C:18]([O:20][CH3:21])[C:17]([O:22][CH3:23])=[C:16]([O:24][CH3:25])[CH:15]=2)[CH:30]=[N:29][CH:28]=[N:27]1. (8) Given the reactants N1CCC(=CC2SC3C=CC=CC=3N=2)CC1.[C:17]1([C:23]2[O:27][N:26]=[C:25]([CH:28]=[C:29]3[CH2:34][CH2:33][NH:32][CH2:31][CH2:30]3)[N:24]=2)[CH:22]=[CH:21][CH:20]=[CH:19][CH:18]=1.Cl[C:36]1[C:41]([N+:42]([O-:44])=[O:43])=[CH:40][CH:39]=[CH:38][N:37]=1, predict the reaction product. The product is: [N+:42]([C:41]1[C:36]([N:32]2[CH2:33][CH2:34][C:29](=[CH:28][C:25]3[N:24]=[C:23]([C:17]4[CH:18]=[CH:19][CH:20]=[CH:21][CH:22]=4)[O:27][N:26]=3)[CH2:30][CH2:31]2)=[N:37][CH:38]=[CH:39][CH:40]=1)([O-:44])=[O:43]. (9) Given the reactants Cl[C:2]1[CH:7]=[CH:6][C:5]([C:8]([CH3:10])=[CH2:9])=[CH:4][N:3]=1.[CH3:11][O:12][C:13]1[CH:18]=[CH:17][C:16]([NH:19][CH3:20])=[CH:15][CH:14]=1, predict the reaction product. The product is: [C:8]([C:5]1[CH:6]=[CH:7][C:2]([N:19]([C:16]2[CH:17]=[CH:18][C:13]([O:12][CH3:11])=[CH:14][CH:15]=2)[CH3:20])=[N:3][CH:4]=1)([CH3:10])=[CH2:9].